From a dataset of Reaction yield outcomes from USPTO patents with 853,638 reactions. Predict the reaction yield, written as a fraction of the theoretical maximum amount of product (1.0 means a 100% yield; for example, 0.34 means a 34% yield). (1) The reactants are [F:1][C:2]1[CH:7]=[CH:6][C:5]([F:8])=[CH:4][C:3]=1[C:9]1[S:13][C:12]([CH3:20])([C:14]2[CH:19]=[CH:18][CH:17]=[CH:16][CH:15]=2)[N:11]([C:21](=[S:24])[NH:22][NH2:23])[N:10]=1.[CH3:25][C:26](C)(C)C([O-])([O-])[O-]. No catalyst specified. The product is [F:1][C:2]1[CH:7]=[CH:6][C:5]([F:8])=[CH:4][C:3]=1[C:9]1[S:13][C:12]([CH3:20])([C:14]2[CH:19]=[CH:18][CH:17]=[CH:16][CH:15]=2)[N:11]([C:21]2[S:24][C:25]([CH3:26])=[N:23][N:22]=2)[N:10]=1. The yield is 0.700. (2) The reactants are [CH3:1][O:2][C:3](=[O:16])[CH2:4][C:5]1[CH:10]=[CH:9][CH:8]=[C:7]([O:11][CH2:12][CH2:13][CH2:14]Br)[CH:6]=1.[Cl:17][C:18]1[C:34]([C:35]([F:38])([F:37])[F:36])=[CH:33][CH:32]=[CH:31][C:19]=1[CH2:20][NH:21][CH2:22][C@H:23]([C:25]1[CH:30]=[CH:29][CH:28]=[CH:27][CH:26]=1)[CH3:24].C(=O)([O-])[O-].[K+].[K+]. The catalyst is C(#N)C. The product is [CH3:1][O:2][C:3](=[O:16])[CH2:4][C:5]1[CH:10]=[CH:9][CH:8]=[C:7]([O:11][CH2:12][CH2:13][CH2:14][N:21]([CH2:20][C:19]2[CH:31]=[CH:32][CH:33]=[C:34]([C:35]([F:36])([F:37])[F:38])[C:18]=2[Cl:17])[CH2:22][C@H:23]([C:25]2[CH:26]=[CH:27][CH:28]=[CH:29][CH:30]=2)[CH3:24])[CH:6]=1. The yield is 0.670. (3) The reactants are [CH3:1][O:2][C:3]1[CH:30]=[CH:29][C:6]([CH2:7][N:8]2[C:12]3[N:13]=[CH:14][C:15]4[CH2:16][CH:17]([NH:21]C(=O)OC(C)(C)C)[CH2:18][CH2:19][C:20]=4[C:11]=3[CH:10]=[N:9]2)=[CH:5][CH:4]=1.FC(F)(F)C(O)=O. The catalyst is ClCCl. The product is [CH3:1][O:2][C:3]1[CH:4]=[CH:5][C:6]([CH2:7][N:8]2[C:12]3[N:13]=[CH:14][C:15]4[CH2:16][CH:17]([NH2:21])[CH2:18][CH2:19][C:20]=4[C:11]=3[CH:10]=[N:9]2)=[CH:29][CH:30]=1. The yield is 0.920. (4) The reactants are [C:1]([NH:8][C@H:9]([C:17]([OH:19])=O)[CH2:10][C:11]1[CH:16]=[CH:15][N:14]=[CH:13][CH:12]=1)([O:3][C:4]([CH3:7])([CH3:6])[CH3:5])=[O:2].CC[N:22]([CH:26]([CH3:28])C)[CH:23]([CH3:25])C.ClC(OCC(C)C)=O.N1CCCC1. The catalyst is C(Cl)Cl. The product is [O:19]=[C:17]([N:22]1[CH2:23][CH2:25][CH2:28][CH2:26]1)[C@H:9]([NH:8][C:1](=[O:2])[O:3][C:4]([CH3:5])([CH3:6])[CH3:7])[CH2:10][C:11]1[CH:12]=[CH:13][N:14]=[CH:15][CH:16]=1. The yield is 0.240. (5) The reactants are [OH:1][C:2]1[C:11]2[C:6](=[CH:7][CH:8]=[CH:9][CH:10]=2)[N:5]([NH:12][CH2:13][CH2:14][CH:15]([CH3:17])[CH3:16])[C:4](=[O:18])[C:3]=1[C:19]1[NH:24][C:23]2[CH:25]=[CH:26][C:27]([OH:29])=[CH:28][C:22]=2[S:21](=[O:31])(=[O:30])[N:20]=1.C(=O)([O-])[O-].[Cs+].[Cs+].Br[CH2:39][C:40]([NH2:42])=[O:41]. The catalyst is [I-].C([N+](CCCC)(CCCC)CCCC)CCC.CN(C)C=O. The product is [OH:1][C:2]1[C:11]2[C:6](=[CH:7][CH:8]=[CH:9][CH:10]=2)[N:5]([NH:12][CH2:13][CH2:14][CH:15]([CH3:17])[CH3:16])[C:4](=[O:18])[C:3]=1[C:19]1[NH:24][C:23]2[CH:25]=[CH:26][C:27]([O:29][CH2:39][C:40]([NH2:42])=[O:41])=[CH:28][C:22]=2[S:21](=[O:30])(=[O:31])[N:20]=1. The yield is 0.720.